Predict the reaction yield, written as a fraction of the theoretical maximum amount of product (1.0 means a 100% yield; for example, 0.34 means a 34% yield). From a dataset of Reaction yield outcomes from USPTO patents with 853,638 reactions. (1) The reactants are [Br:1][C:2]1[CH:3]=[C:4]([CH:25]=[CH:26][CH:27]=1)[CH2:5][N:6]1[C:14]2[C:13](=[O:15])[N:12]([CH3:16])[C:11](=[O:17])[N:10]([CH3:18])[C:9]=2[N:8]=[C:7]1[S:19][C:20]([CH3:24])([CH3:23])[CH2:21][OH:22].[CH3:28][S:29](Cl)(=[O:31])=[O:30]. The catalyst is C(Cl)Cl. The product is [CH3:28][S:29]([O:22][CH2:21][C:20]([S:19][C:7]1[N:6]([CH2:5][C:4]2[CH:25]=[CH:26][CH:27]=[C:2]([Br:1])[CH:3]=2)[C:14]2[C:13](=[O:15])[N:12]([CH3:16])[C:11](=[O:17])[N:10]([CH3:18])[C:9]=2[N:8]=1)([CH3:23])[CH3:24])(=[O:31])=[O:30]. The yield is 0.673. (2) The reactants are [CH2:1]([OH:9])[CH2:2][CH2:3][CH2:4][CH2:5][CH2:6][CH2:7][CH3:8].C([O-])(=O)C.[Na+]. The catalyst is CC1(C)N(O)C(C)(C)CC(O)C1.ClCCl. The product is [CH:1](=[O:9])[CH2:2][CH2:3][CH2:4][CH2:5][CH2:6][CH2:7][CH3:8]. The yield is 0.900. (3) The reactants are [CH3:1][N:2]([CH3:13])[C:3]1[CH:4]=[C:5]([CH:10]=[CH:11][CH:12]=1)[C:6]([O:8]C)=O.[Li+].C[Si]([N-][Si](C)(C)C)(C)C.[Cl:24][C:25]1[N:30]=[C:29]([CH3:31])[CH:28]=[CH:27][N:26]=1. The catalyst is C1COCC1. The product is [Cl:24][C:25]1[N:30]=[C:29]([CH2:31][C:6]([C:5]2[CH:10]=[CH:11][CH:12]=[C:3]([N:2]([CH3:1])[CH3:13])[CH:4]=2)=[O:8])[CH:28]=[CH:27][N:26]=1. The yield is 0.560. (4) The reactants are [Cl:1][C:2]1[N:7]=[CH:6][C:5]([Br:8])=[C:4](Cl)[N:3]=1.[NH2:10][C:11]1[CH:20]=[CH:19][CH:18]=[CH:17][C:12]=1[C:13]([NH:15][CH3:16])=[O:14].C(N(CC)C(C)C)(C)C. The catalyst is C(O)(C)C. The product is [Cl:1][C:2]1[N:3]=[C:4]([NH:10][C:11]2[CH:20]=[CH:19][CH:18]=[CH:17][C:12]=2[C:13]([NH:15][CH3:16])=[O:14])[C:5]([Br:8])=[CH:6][N:7]=1. The yield is 0.760. (5) The reactants are C(Cl)(=O)C(Cl)=O.[CH:7]1[C:19]2[CH:18]([CH2:20][O:21][C:22]([N:24]3[CH2:28][CH2:27][CH2:26][C@H:25]3[C:29]([OH:31])=[O:30])=[O:23])[C:17]3[C:12](=[CH:13][CH:14]=[CH:15][CH:16]=3)[C:11]=2[CH:10]=[CH:9][CH:8]=1.C(N(C(C)C)C(C)C)C.O[C@H:42]([CH2:46][C:47]1[CH:52]=[CH:51][CH:50]=[CH:49][CH:48]=1)[C:43]([OH:45])=[O:44]. The catalyst is C(Cl)Cl.CN(C)C=O. The product is [CH:16]1[C:17]2[CH:18]([CH2:20][O:21][C:22]([N:24]3[CH2:28][CH2:27][CH2:26][C@H:25]3[C:29]([O:31][C@H:42]([CH2:46][C:47]3[CH:52]=[CH:51][CH:50]=[CH:49][CH:48]=3)[C:43]([OH:45])=[O:44])=[O:30])=[O:23])[C:19]3[C:11](=[CH:10][CH:9]=[CH:8][CH:7]=3)[C:12]=2[CH:13]=[CH:14][CH:15]=1. The yield is 0.740. (6) The reactants are [Br:1][C:2]1[C:3]([CH2:15]Br)=[C:4]([NH:8][C:9](=O)[C:10]([F:13])([F:12])[F:11])[CH:5]=[CH:6][CH:7]=1.C1(P(C2C=CC=CC=2)C2C=CC=CC=2)C=CC=CC=1. The catalyst is C1(C)C=CC=CC=1. The product is [Br:1][C:2]1[CH:7]=[CH:6][CH:5]=[C:4]2[C:3]=1[CH:15]=[C:9]([C:10]([F:13])([F:12])[F:11])[NH:8]2. The yield is 0.840.